This data is from Catalyst prediction with 721,799 reactions and 888 catalyst types from USPTO. The task is: Predict which catalyst facilitates the given reaction. (1) The catalyst class is: 2. Reactant: [CH2:1]([N:5]([CH3:24])[C:6]([C:8]1[CH:9]=[C:10]([C:21](O)=[O:22])[CH:11]=[C:12]([C:14]2[CH:19]=[CH:18][C:17]([CH3:20])=[CH:16][CH:15]=2)[CH:13]=1)=[O:7])[CH:2]([CH3:4])[CH3:3].Cl.CN(C)CCCN=C=NCC.O.ON1C2C=CC=CC=2N=N1.[NH2:48][C@@H:49]([C:53]1[CH:54]=[N:55][C:56]([CH3:59])=[CH:57][CH:58]=1)[CH2:50][CH2:51][OH:52].C(N(CC)C(C)C)(C)C. Product: [OH:52][CH2:51][CH2:50][C@@H:49]([NH:48][C:21]([C:10]1[CH:11]=[C:12]([C:14]2[CH:15]=[CH:16][C:17]([CH3:20])=[CH:18][CH:19]=2)[CH:13]=[C:8]([C:6]([N:5]([CH2:1][CH:2]([CH3:4])[CH3:3])[CH3:24])=[O:7])[CH:9]=1)=[O:22])[C:53]1[CH:54]=[N:55][C:56]([CH3:59])=[CH:57][CH:58]=1. (2) Reactant: C1CCN2C(=NCCC2)CC1.[Cl:12][C:13]1[CH:14]=[C:15]([CH2:21][CH2:22][C:23]2([CH:31]3[CH2:35][CH2:34][CH2:33][CH2:32]3)[O:28][C:27](=[O:29])[CH2:26][C:25](=[O:30])[CH2:24]2)[CH:16]=[CH:17][C:18]=1[O:19][CH3:20].[CH2:36](Br)[C:37]1[CH:42]=[CH:41][CH:40]=[CH:39][CH:38]=1.[I-].[Na+]. Product: [CH2:36]([CH:26]1[C:25](=[O:30])[CH2:24][C:23]([CH2:22][CH2:21][C:15]2[CH:16]=[CH:17][C:18]([O:19][CH3:20])=[C:13]([Cl:12])[CH:14]=2)([CH:31]2[CH2:35][CH2:34][CH2:33][CH2:32]2)[O:28][C:27]1=[O:29])[C:37]1[CH:42]=[CH:41][CH:40]=[CH:39][CH:38]=1. The catalyst class is: 48. (3) Product: [NH2:8][C@H:9]1[CH2:13][CH2:12][CH2:11][C@@H:10]1[NH:14][CH2:15][C:16]([O:18][CH2:19][CH3:20])=[O:17]. Reactant: C(OC([NH:8][C@H:9]1[CH2:13][CH2:12][CH2:11][C@@H:10]1[NH:14][CH2:15][C:16]([O:18][CH2:19][CH3:20])=[O:17])=O)(C)(C)C.Cl. The catalyst class is: 12. (4) Reactant: [C:1]([O:4][NH:5][C:6]([O:8][C:9]([CH3:12])([CH3:11])[CH3:10])=[O:7])(=[O:3])[CH3:2].[H-].[Na+].[Br:15][C:16]1[CH:21]=[CH:20][CH:19]=[CH:18][C:17]=1[S:22](Cl)(=[O:24])=[O:23].CCCCCCC. Product: [C:1]([O:4][N:5]([S:22]([C:17]1[CH:18]=[CH:19][CH:20]=[CH:21][C:16]=1[Br:15])(=[O:24])=[O:23])[C:6](=[O:7])[O:8][C:9]([CH3:12])([CH3:11])[CH3:10])(=[O:3])[CH3:2]. The catalyst class is: 56. (5) Reactant: [CH2:1]([O:8][C:9](=[O:34])[C@@H:10]([NH:21][C:22](=[O:33])[C@@H:23]([NH:25]C(OC(C)(C)C)=O)[CH3:24])[CH2:11][C:12]1[C:20]2[C:15](=[CH:16][CH:17]=[CH:18][CH:19]=2)[NH:14][CH:13]=1)[C:2]1[CH:7]=[CH:6][CH:5]=[CH:4][CH:3]=1.FC(F)(F)C(O)=O.C([O-])([O-])=O.[Na+].[Na+]. Product: [CH2:1]([O:8][C:9](=[O:34])[C@@H:10]([NH:21][C:22](=[O:33])[C@@H:23]([NH2:25])[CH3:24])[CH2:11][C:12]1[C:20]2[C:15](=[CH:16][CH:17]=[CH:18][CH:19]=2)[NH:14][CH:13]=1)[C:2]1[CH:3]=[CH:4][CH:5]=[CH:6][CH:7]=1. The catalyst class is: 4. (6) Reactant: [N:1]1([CH2:10][CH2:11][NH:12][C:13](=[O:23])/[CH:14]=[CH:15]/[C:16]2[CH:21]=[CH:20][CH:19]=[CH:18][C:17]=2F)[C:5]2C=CC=C[C:4]=2[N:3]=[CH:2]1.[CH3:24][O:25][C:26](C1C=C(/C=C/C(O)=O)C=CC=1)=[O:27].NCCN1C=CN=C1.CCN=C=NCCCN(C)C.Cl. Product: [CH3:24][O:25][C:26]([C:20]1[CH:21]=[C:16](/[CH:15]=[CH:14]/[C:13]([NH:12][CH2:11][CH2:10][N:1]2[CH:5]=[CH:4][N:3]=[CH:2]2)=[O:23])[CH:17]=[CH:18][CH:19]=1)=[O:27]. The catalyst class is: 2. (7) Reactant: [CH3:1][N:2]1[C:6]([C:7]2=[CH:8][C:9](=[O:14])[CH:10]=[CH:11][CH2:12][CH2:13]2)=[C:5]([N+:15]([O-:17])=[O:16])[CH:4]=[N:3]1.C[Si]([N:22]=[N+:23]=[N-:24])(C)C. Product: [N:22]([CH:11]1[CH2:10][C:9](=[O:14])[CH:8]=[C:7]([C:6]2[N:2]([CH3:1])[N:3]=[CH:4][C:5]=2[N+:15]([O-:17])=[O:16])[CH2:13][CH2:12]1)=[N+:23]=[N-:24]. The catalyst class is: 10. (8) Reactant: [CH3:1][O:2][C:3](=[O:26])[CH:4]([NH:18]C(OC(C)(C)C)=O)[C:5]1[CH:10]=[CH:9][CH:8]=[C:7]([NH:11][CH:12]2[CH2:17][CH2:16][CH2:15][CH2:14][CH2:13]2)[CH:6]=1.Cl. Product: [CH3:1][O:2][C:3](=[O:26])[CH:4]([NH2:18])[C:5]1[CH:10]=[CH:9][CH:8]=[C:7]([NH:11][CH:12]2[CH2:13][CH2:14][CH2:15][CH2:16][CH2:17]2)[CH:6]=1. The catalyst class is: 12. (9) Reactant: [O:1]1CCO[CH:2]1[C:6]1[CH:7]=[C:8]([C:12]2[CH:13]=[CH:14][C:15]([O:18][CH3:19])=[N:16][CH:17]=2)[S:9][C:10]=1[CH3:11].Cl.O. Product: [CH3:19][O:18][C:15]1[N:16]=[CH:17][C:12]([C:8]2[S:9][C:10]([CH3:11])=[C:6]([CH:2]=[O:1])[CH:7]=2)=[CH:13][CH:14]=1. The catalyst class is: 7.